Dataset: Forward reaction prediction with 1.9M reactions from USPTO patents (1976-2016). Task: Predict the product of the given reaction. (1) Given the reactants O=[C:2]1[CH2:7][CH2:6][N:5](C(OC(C)(C)C)=O)[CH2:4][CH2:3]1.[CH2:15]([O:22][C:23]1[CH:31]=[C:30]([F:32])[CH:29]=[C:28]2[C:24]=1[CH:25]=[CH:26][N:27]2[CH2:33][CH3:34])[C:16]1[CH:21]=[CH:20][CH:19]=[CH:18][CH:17]=1.FC(F)(F)C(O)=O, predict the reaction product. The product is: [CH2:15]([O:22][C:23]1[CH:31]=[C:30]([F:32])[CH:29]=[C:28]2[C:24]=1[C:25]([C:2]1[CH2:3][CH2:4][NH:5][CH2:6][CH:7]=1)=[CH:26][N:27]2[CH2:33][CH3:34])[C:16]1[CH:17]=[CH:18][CH:19]=[CH:20][CH:21]=1. (2) Given the reactants [C:1]([CH:4]([C:10](=[O:12])[CH3:11])[C:5]([O:7][CH2:8][CH3:9])=[O:6])(=[O:3])[CH3:2].[C:13]([O:17][CH2:18][CH3:19])(=[O:16])[CH:14]=[CH2:15], predict the reaction product. The product is: [CH2:8]([O:7][C:5](=[O:6])[C:4]([C:10](=[O:12])[CH3:11])([C:1](=[O:3])[CH3:2])[CH2:15][CH2:14][C:13]([O:17][CH2:18][CH3:19])=[O:16])[CH3:9]. (3) Given the reactants N1[CH:6]=[CH:5][CH:4]=[C:3]([B:7]([OH:9])[OH:8])[CH:2]=1.CCN(CC)CC.[CH3:17][O:18]CCOC, predict the reaction product. The product is: [OH:18][C:17]1[CH:2]=[C:3]([B:7]([OH:9])[OH:8])[CH:4]=[CH:5][CH:6]=1. (4) Given the reactants [NH2:1][C:2]1[N:3]=[CH:4][C:5]([C:17]2[N:21]([CH2:22][CH3:23])[N:20]=[C:19]([CH:24]3[CH2:29][CH2:28][N:27](C(OC(C)(C)C)=O)[CH2:26][CH2:25]3)[N:18]=2)=[N:6][C:7]=1[C:8]1[O:9][C:10]([C:13]([CH3:16])([CH3:15])[CH3:14])=[N:11][N:12]=1.C(O)(C(F)(F)F)=O, predict the reaction product. The product is: [C:13]([C:10]1[O:9][C:8]([C:7]2[C:2]([NH2:1])=[N:3][CH:4]=[C:5]([C:17]3[N:21]([CH2:22][CH3:23])[N:20]=[C:19]([CH:24]4[CH2:29][CH2:28][NH:27][CH2:26][CH2:25]4)[N:18]=3)[N:6]=2)=[N:12][N:11]=1)([CH3:14])([CH3:15])[CH3:16]. (5) Given the reactants [Br:1][C:2]1[CH:3]=[CH:4][C:5]2[O:14][C:13]3[C:12](=[O:15])[CH2:11][CH:10]([C:16]4[CH:21]=[CH:20][CH:19]=[CH:18][CH:17]=4)[NH:9][C:8]=3[C:6]=2[CH:7]=1, predict the reaction product. The product is: [OH:15][C:12]1[CH:11]=[C:10]([C:16]2[CH:17]=[CH:18][CH:19]=[CH:20][CH:21]=2)[N:9]=[C:8]2[C:6]3[CH:7]=[C:2]([Br:1])[CH:3]=[CH:4][C:5]=3[O:14][C:13]=12. (6) Given the reactants Br[C:2]1[CH:3]=[CH:4][C:5](=[O:23])[N:6]([CH2:8][CH2:9][O:10][C:11]2[C:20]3[C:15](=[CH:16][C:17]([O:21][CH3:22])=[CH:18][CH:19]=3)[N:14]=[CH:13][CH:12]=2)[CH:7]=1.CNCCNC.[NH:30]1[CH2:34][CH2:33][CH2:32][C:31]1=[O:35].C(=O)([O-])[O-].[Cs+].[Cs+].[NH4+].[OH-], predict the reaction product. The product is: [CH3:22][O:21][C:17]1[CH:16]=[C:15]2[C:20]([C:11]([O:10][CH2:9][CH2:8][N:6]3[CH:7]=[C:2]([N:30]4[CH2:34][CH2:33][CH2:32][C:31]4=[O:35])[CH:3]=[CH:4][C:5]3=[O:23])=[CH:12][CH:13]=[N:14]2)=[CH:19][CH:18]=1. (7) Given the reactants [NH:1]1[CH2:6][CH2:5][NH:4][CH2:3][CH2:2]1.C(N(CC)CC)C.[CH3:14][CH:15]([S:17](Cl)(=[O:19])=[O:18])[CH3:16], predict the reaction product. The product is: [CH3:14][CH:15]([S:17]([N:1]1[CH2:6][CH2:5][NH:4][CH2:3][CH2:2]1)(=[O:19])=[O:18])[CH3:16].